This data is from NCI-60 drug combinations with 297,098 pairs across 59 cell lines. The task is: Regression. Given two drug SMILES strings and cell line genomic features, predict the synergy score measuring deviation from expected non-interaction effect. Drug 1: CC12CCC3C(C1CCC2O)C(CC4=C3C=CC(=C4)O)CCCCCCCCCS(=O)CCCC(C(F)(F)F)(F)F. Drug 2: CS(=O)(=O)OCCCCOS(=O)(=O)C. Cell line: SF-268. Synergy scores: CSS=1.95, Synergy_ZIP=-0.0760, Synergy_Bliss=1.03, Synergy_Loewe=-3.58, Synergy_HSA=-1.88.